Dataset: Full USPTO retrosynthesis dataset with 1.9M reactions from patents (1976-2016). Task: Predict the reactants needed to synthesize the given product. (1) Given the product [F:40][C:37]1[CH:38]=[CH:39][C:34]([S:31]([N:30]([CH2:29][C:28]([NH:27][CH2:26][C:25]2[CH:24]=[CH:23][CH:47]=[C:46]([C:10]3[CH:11]=[N:12][C:7]([N:3]4[CH2:4][CH2:5][CH2:6][CH:2]4[CH3:1])=[N:8][CH:9]=3)[CH:45]=2)=[O:44])[CH:41]([CH3:43])[CH3:42])(=[O:33])=[O:32])=[CH:35][CH:36]=1, predict the reactants needed to synthesize it. The reactants are: [CH3:1][CH:2]1[CH2:6][CH2:5][CH2:4][N:3]1[C:7]1[N:12]=[CH:11][C:10](B2OC(C)(C)C(C)(C)O2)=[CH:9][N:8]=1.Br[C:23]1[CH:24]=[C:25]([CH:45]=[CH:46][CH:47]=1)[CH2:26][NH:27][C:28](=[O:44])[CH2:29][N:30]([CH:41]([CH3:43])[CH3:42])[S:31]([C:34]1[CH:39]=[CH:38][C:37]([F:40])=[CH:36][CH:35]=1)(=[O:33])=[O:32].[O-]P([O-])([O-])=O.[K+].[K+].[K+].CC#N. (2) The reactants are: C[O:2][C:3](=O)[C:4]1[CH:9]=[CH:8][C:7]([CH2:10][NH:11][C:12]2[CH:13]=[N:14][CH:15]=[CH:16][C:17]=2[CH3:18])=[CH:6][C:5]=1[C:19]1[CH:24]=[CH:23][CH:22]=[CH:21][CH:20]=1.[OH-].[Li+].Cl.Cl.[CH3:30][O:31][C:32](=[O:39])[C@H:33]([CH2:35][CH2:36][S:37][CH3:38])[NH2:34].ON1C(=O)C2C=CC=CC=2N=N1.CN(C)CCCN=C=NCC. Given the product [CH3:30][O:31][C:32](=[O:39])[C@H:33]([CH2:35][CH2:36][S:37][CH3:38])[NH:34][C:3](=[O:2])[C:4]1[CH:9]=[CH:8][C:7]([CH2:10][NH:11][C:12]2[CH:13]=[N:14][CH:15]=[CH:16][C:17]=2[CH3:18])=[CH:6][C:5]=1[C:19]1[CH:20]=[CH:21][CH:22]=[CH:23][CH:24]=1, predict the reactants needed to synthesize it. (3) Given the product [CH3:1][O:2][C:3]1[CH:4]=[C:5]2[C:8](=[CH:9][C:10]=1[O:11][CH3:12])[C@@H:7]([CH2:13][N:14]([CH3:34])[CH2:15][CH2:16][CH2:17][N:18]1[C:24](=[O:25])[CH2:23][C:22]3[CH:26]=[C:27]([O:32][CH3:33])[C:28]([O:30][CH3:31])=[CH:29][C:21]=3[CH2:20][CH2:19]1)[CH2:6]2, predict the reactants needed to synthesize it. The reactants are: [CH3:1][O:2][C:3]1[CH:4]=[C:5]2[C:8](=[CH:9][C:10]=1[O:11][CH3:12])[C@@H:7]([CH2:13][N:14]([CH3:34])[CH2:15][CH2:16][CH2:17][N:18]1[C:24](=[O:25])[CH2:23][C:22]3[CH:26]=[C:27]([O:32][CH3:33])[C:28]([O:30][CH3:31])=[CH:29][C:21]=3[CH:20]=[CH:19]1)[CH2:6]2.C(O)C. (4) Given the product [Cl:1][C:2]1[CH:12]=[CH:11][C:5]([CH2:6][CH2:7][C:8]([OH:10])=[O:9])=[CH:4][C:3]=1[NH2:13], predict the reactants needed to synthesize it. The reactants are: [Cl:1][C:2]1[CH:12]=[CH:11][C:5]([CH:6]=[CH:7][C:8]([OH:10])=[O:9])=[CH:4][C:3]=1[N+:13]([O-])=O.C(O)C. (5) Given the product [CH3:23][O:5][C:4](=[O:6])[C:3]1[CH:7]=[C:8]([N+:15]([O-:17])=[O:16])[C:9]([C:11]([F:14])([F:13])[F:12])=[CH:10][C:2]=1[NH2:1], predict the reactants needed to synthesize it. The reactants are: [NH2:1][C:2]1[CH:10]=[C:9]([C:11]([F:14])([F:13])[F:12])[C:8]([N+:15]([O-:17])=[O:16])=[CH:7][C:3]=1[C:4]([OH:6])=[O:5].OS(O)(=O)=O.[CH3:23]O. (6) Given the product [F:1][C:2]1[CH:3]=[CH:4][C:5]([N:8]2[C:16]3[CH2:15][CH2:14][CH2:13][N:12]([C:17](=[O:33])[CH:18]([N:23]4[C:27]([CH3:28])=[CH:26][C:25]([C:29]([F:32])([F:30])[F:31])=[N:24]4)[CH2:19][C:20]([NH2:36])=[O:21])[C:11]=3[CH:10]=[N:9]2)=[CH:6][CH:7]=1, predict the reactants needed to synthesize it. The reactants are: [F:1][C:2]1[CH:7]=[CH:6][C:5]([N:8]2[C:16]3[CH2:15][CH2:14][CH2:13][N:12]([C:17](=[O:33])[CH:18]([N:23]4[C:27]([CH3:28])=[CH:26][C:25]([C:29]([F:32])([F:31])[F:30])=[N:24]4)[CH2:19][C:20](O)=[O:21])[C:11]=3[CH:10]=[N:9]2)=[CH:4][CH:3]=1.N.C[N:36](C(ON1N=NC2C=CC=NC1=2)=[N+](C)C)C.F[P-](F)(F)(F)(F)F. (7) Given the product [C:1]([O:5][C:6](=[O:22])[NH:7][C:8]1[CH:13]=[C:12]([CH3:23])[C:11]([C:15]([F:18])([F:17])[F:16])=[CH:10][C:9]=1[N+:19]([O-:21])=[O:20])([CH3:4])([CH3:3])[CH3:2], predict the reactants needed to synthesize it. The reactants are: [C:1]([O:5][C:6](=[O:22])[NH:7][C:8]1[CH:13]=[C:12](Cl)[C:11]([C:15]([F:18])([F:17])[F:16])=[CH:10][C:9]=1[N+:19]([O-:21])=[O:20])([CH3:4])([CH3:3])[CH3:2].[CH3:23]B1OB(C)OB(C)O1.